Dataset: Full USPTO retrosynthesis dataset with 1.9M reactions from patents (1976-2016). Task: Predict the reactants needed to synthesize the given product. (1) Given the product [ClH:1].[ClH:19].[Cl:19][C:20]1[CH:26]=[CH:25][C:23]([NH:24][C:2]2[C:11]3[C:6](=[CH:7][CH:8]=[CH:9][CH:10]=3)[C:5]([CH2:12][C:13]3[CH:18]=[CH:17][N:16]=[CH:15][CH:14]=3)=[N:4][N:3]=2)=[CH:22][CH:21]=1, predict the reactants needed to synthesize it. The reactants are: [Cl:1][C:2]1[C:11]2[C:6](=[CH:7][CH:8]=[CH:9][CH:10]=2)[C:5]([CH2:12][C:13]2[CH:18]=[CH:17][N:16]=[CH:15][CH:14]=2)=[N:4][N:3]=1.[Cl:19][C:20]1[CH:26]=[CH:25][C:23]([NH2:24])=[CH:22][CH:21]=1. (2) Given the product [Br:8][C:9]1[S:10][C:11]2[CH2:12][N:13]([CH:3]([CH3:2])[CH3:18])[CH2:14][CH2:15][C:16]=2[N:17]=1, predict the reactants needed to synthesize it. The reactants are: F[C:2](F)(F)[C:3](O)=O.[Br:8][C:9]1[S:10][C:11]2[CH2:12][NH:13][CH2:14][CH2:15][C:16]=2[N:17]=1.[CH2:18](N(CC)CC)C.C(O[BH-](OC(=O)C)OC(=O)C)(=O)C.[Na+].[OH-].[Na+]. (3) Given the product [F:3][C:4]([F:29])([CH:26]([F:28])[F:27])[CH2:5][O:6][C:7]1[N:8]=[CH:9][C:10]([OH:1])=[CH:11][C:12]=1[C:13]([F:16])([F:15])[F:14], predict the reactants needed to synthesize it. The reactants are: [OH:1]O.[F:3][C:4]([F:29])([CH:26]([F:28])[F:27])[CH2:5][O:6][C:7]1[C:12]([C:13]([F:16])([F:15])[F:14])=[CH:11][C:10](B2OC(C)(C)C(C)(C)O2)=[CH:9][N:8]=1.